This data is from Catalyst prediction with 721,799 reactions and 888 catalyst types from USPTO. The task is: Predict which catalyst facilitates the given reaction. (1) Reactant: Br[CH2:2][C:3]1[CH:8]=[CH:7][C:6]([NH:9][C:10](=[O:15])[C:11]([F:14])([F:13])[F:12])=[CH:5][C:4]=1[C:16]([F:19])([F:18])[F:17].[CH2:20]([O:27][C:28]([N:30]1[CH2:35][CH2:34][NH:33][CH2:32][CH2:31]1)=[O:29])[C:21]1[CH:26]=[CH:25][CH:24]=[CH:23][CH:22]=1. Product: [CH2:20]([O:27][C:28]([N:30]1[CH2:35][CH2:34][N:33]([CH2:2][C:3]2[CH:8]=[CH:7][C:6]([NH:9][C:10](=[O:15])[C:11]([F:14])([F:13])[F:12])=[CH:5][C:4]=2[C:16]([F:19])([F:18])[F:17])[CH2:32][CH2:31]1)=[O:29])[C:21]1[CH:26]=[CH:25][CH:24]=[CH:23][CH:22]=1. The catalyst class is: 14. (2) Reactant: C[Si]([N:5]=[C:6]=[O:7])(C)C.CO[C:10]([CH:12]([NH:16][CH:17]1[CH2:22][CH2:21][N:20]([C:23]([O:25][CH2:26][C:27]2[CH:32]=[CH:31][CH:30]=[CH:29][CH:28]=2)=[O:24])[CH2:19][CH2:18]1)[CH2:13][CH:14]=[CH2:15])=[O:11]. Product: [CH2:13]([CH:12]1[N:16]([CH:17]2[CH2:18][CH2:19][N:20]([C:23]([O:25][CH2:26][C:27]3[CH:28]=[CH:29][CH:30]=[CH:31][CH:32]=3)=[O:24])[CH2:21][CH2:22]2)[C:6](=[O:7])[NH:5][C:10]1=[O:11])[CH:14]=[CH2:15]. The catalyst class is: 251. (3) Reactant: [Cl:1][C:2]1[C:3]([O:13][CH3:14])=[C:4]([C:8]([O:11][CH3:12])=[CH:9][CH:10]=1)[C:5](O)=O.[NH2:15][NH:16][C:17]([NH2:19])=[S:18].O=P(Cl)(Cl)Cl.C([O-])(O)=O.[Na+]. Product: [Cl:1][C:2]1[C:3]([O:13][CH3:14])=[C:4]([C:5]2[S:18][C:17]([NH:19][CH:2]3[CH2:3][CH2:4][CH2:8][CH2:9][CH2:10]3)=[N:16][N:15]=2)[C:8]([O:11][CH3:12])=[CH:9][CH:10]=1. The catalyst class is: 12.